Dataset: Full USPTO retrosynthesis dataset with 1.9M reactions from patents (1976-2016). Task: Predict the reactants needed to synthesize the given product. (1) Given the product [CH2:21]([CH:23]([CH2:31][CH2:32][CH2:33][CH3:34])[CH2:24][O:25][C:26](=[O:30])[CH2:27][CH2:28][S:29][C:2]1[CH:11]=[C:10]2[C:5]([C:6]([C:15]3[CH:20]=[CH:19][CH:18]=[CH:17][CH:16]=3)=[CH:7][C:8]3[N:9]2[CH:12]=[N:13][N:14]=3)=[CH:4][CH:3]=1)[CH3:22], predict the reactants needed to synthesize it. The reactants are: I[C:2]1[CH:11]=[C:10]2[C:5]([C:6]([C:15]3[CH:20]=[CH:19][CH:18]=[CH:17][CH:16]=3)=[CH:7][C:8]3[N:9]2[CH:12]=[N:13][N:14]=3)=[CH:4][CH:3]=1.[CH2:21]([CH:23]([CH2:31][CH2:32][CH2:33][CH3:34])[CH2:24][O:25][C:26](=[O:30])[CH2:27][CH2:28][SH:29])[CH3:22].CCN(C(C)C)C(C)C.C1(P(C2C=CC=CC=2)C2C3OC4C(=CC=CC=4P(C4C=CC=CC=4)C4C=CC=CC=4)C(C)(C)C=3C=CC=2)C=CC=CC=1. (2) Given the product [Cl:1][CH2:2][CH2:3][O:4][C:5]1[CH:6]=[C:7]([CH2:11][C:12]([OH:14])=[O:13])[CH:8]=[CH:9][CH:10]=1, predict the reactants needed to synthesize it. The reactants are: [Cl:1][CH2:2][CH2:3][O:4][C:5]1[CH:6]=[C:7]([CH2:11][C:12]([O:14]C)=[O:13])[CH:8]=[CH:9][CH:10]=1.[OH-].[Na+].Cl. (3) Given the product [NH:1]1[C:5]2[CH:6]=[CH:7][C:8]([N:10]3[CH:21]([C:20]4[CH:23]=[CH:24][C:17]([CH:14]5[CH2:15][CH2:16][O:11][CH2:12][CH2:13]5)=[CH:18][CH:19]=4)[C:27](=[O:28])[CH2:26][C:25]3=[O:30])=[CH:9][C:4]=2[N:3]=[CH:2]1, predict the reactants needed to synthesize it. The reactants are: [NH:1]1[C:5]2[CH:6]=[CH:7][C:8]([NH2:10])=[CH:9][C:4]=2[N:3]=[CH:2]1.[O:11]1[CH2:16][CH2:15][CH:14]([C:17]2[CH:24]=[CH:23][C:20]([CH:21]=O)=[CH:19][CH:18]=2)[CH2:13][CH2:12]1.[C:25](OC(C)(C)C)(=[O:30])[CH2:26][C:27]([O-])=[O:28].C(=O)(OC)OC(C)(C)C[N+]#[C-].CC(C)([O-])C.[Na+]. (4) The reactants are: [CH2:1]([O:3][C:4]([C:6]1[CH:11]=[CH:10][N:9]([CH2:12][C:13]2[CH:18]=[CH:17][C:16]([O:19][CH3:20])=[CH:15][C:14]=2[O:21][CH3:22])[C:8](=[O:23])[C:7]=1[C:24](O)=O)=[O:5])[CH3:2].C(Cl)(=O)C(Cl)=O.[BH3-]C#N.[Na+].P([O-])([O-])([O-])=O.C1(P(C2C=CC=CC=2)C2C=CC=CC=2)C=CC=CC=1.C(Br)(Br)(Br)[Br:62]. Given the product [CH2:1]([O:3][C:4]([C:6]1[CH:11]=[CH:10][N:9]([CH2:12][C:13]2[CH:18]=[CH:17][C:16]([O:19][CH3:20])=[CH:15][C:14]=2[O:21][CH3:22])[C:8](=[O:23])[C:7]=1[CH2:24][Br:62])=[O:5])[CH3:2], predict the reactants needed to synthesize it. (5) Given the product [S:2]1[C:6]([CH2:7][O:8][C:9]([NH:37][C@H:29]([C:28]([O:27][CH3:26])=[O:38])[CH2:30][C:31]2[CH:36]=[CH:35][CH:34]=[CH:33][CH:32]=2)=[O:20])=[CH:5][N:4]=[CH:3]1, predict the reactants needed to synthesize it. The reactants are: Cl.[S:2]1[C:6]([CH2:7][O:8][C:9](=[O:20])OC2C=CC([N+]([O-])=O)=CC=2)=[CH:5][N:4]=[CH:3]1.C([O-])(O)=O.[Na+].[CH3:26][O:27][C:28](=[O:38])[C@@H:29]([NH2:37])[CH2:30][C:31]1[CH:36]=[CH:35][CH:34]=[CH:33][CH:32]=1.CCN(CC)CC.